Dataset: Full USPTO retrosynthesis dataset with 1.9M reactions from patents (1976-2016). Task: Predict the reactants needed to synthesize the given product. (1) Given the product [OH:19][C:20]1[C:21](=[O:22])[C:13]2[CH:8]3[C:7]([CH3:31])([CH:11]([OH:12])[CH2:10][CH2:9]3)[CH2:6][CH:5]([O:4][C:2](=[O:3])[CH3:1])[C:14]=2[C:15]2([CH3:30])[C:16]=1[C:17](=[CH:18][N:44]1[CH2:43][CH2:42][N:41]([CH2:40][CH2:39][CH2:38][N:35]3[CH2:34][CH2:33][O:32][CH2:37][CH2:36]3)[CH2:46][CH2:45]1)[C:23](=[O:24])[O:25][CH:26]2[CH2:27][O:28][CH3:29], predict the reactants needed to synthesize it. The reactants are: [CH3:1][C:2]([O:4][C@H:5]1[C:14]2[C@@:15]3([CH3:30])[C@@H:26]([CH2:27][O:28][CH3:29])[O:25][C:23](=[O:24])[C:17]4=[CH:18][O:19][C:20]([C:21](=[O:22])[C:13]=2[C@@H:8]2[CH2:9][CH2:10][C@H:11]([OH:12])[C@@:7]2([CH3:31])[CH2:6]1)=[C:16]34)=[O:3].[O:32]1[CH2:37][CH2:36][N:35]([CH2:38][CH2:39][CH2:40][N:41]2[CH2:46][CH2:45][NH:44][CH2:43][CH2:42]2)[CH2:34][CH2:33]1. (2) Given the product [O:13]=[C:9]1[N:8]([C:5]2[CH:4]=[CH:3][C:2]([N:1]=[C:23]3[C:15]4=[N:14][CH:19]=[CH:18][N:17]=[C:16]4[C:20](=[O:21])[O:22]3)=[CH:7][CH:6]=2)[CH2:12][CH2:11][O:10]1, predict the reactants needed to synthesize it. The reactants are: [NH2:1][C:2]1[CH:7]=[CH:6][C:5]([N:8]2[CH2:12][CH2:11][O:10][C:9]2=[O:13])=[CH:4][CH:3]=1.[N:14]1[CH:19]=[CH:18][N:17]=[C:16]2[C:20]([O:22][C:23](=O)[C:15]=12)=[O:21].C(N(CC)CC)C.C(Cl)(=O)C(C)(C)C. (3) Given the product [Br:13][C:14]1[CH:15]=[C:16]([CH:20]([N:21]=[C:1]=[S:2])[C:22]2[CH:27]=[CH:26][N:25]=[CH:24][C:23]=2[F:28])[CH:17]=[CH:18][CH:19]=1, predict the reactants needed to synthesize it. The reactants are: [C:1](N1C=CN=C1)(N1C=CN=C1)=[S:2].[Br:13][C:14]1[CH:15]=[C:16]([CH:20]([C:22]2[CH:27]=[CH:26][N:25]=[CH:24][C:23]=2[F:28])[NH2:21])[CH:17]=[CH:18][CH:19]=1. (4) Given the product [O:7]=[C:3]1[CH2:4][CH2:5][CH2:6][C:1](=[O:8])[CH:2]1[C:10]1[CH:11]=[C:12]([CH:17]=[CH:18][CH:19]=1)[C:13]([O:15][CH3:16])=[O:14], predict the reactants needed to synthesize it. The reactants are: [C:1]1(=[O:8])[CH2:6][CH2:5][CH2:4][C:3](=[O:7])[CH2:2]1.Br[C:10]1[CH:11]=[C:12]([CH:17]=[CH:18][CH:19]=1)[C:13]([O:15][CH3:16])=[O:14].[O-]P([O-])([O-])=O.[K+].[K+].[K+].C(P(C(C)(C)C)C1C=CC=CC=1C1C=CC=CC=1C)(C)(C)C. (5) Given the product [ClH:1].[OH:2][C@H:3]([C:24]1[CH:33]=[CH:32][C:27]2[C:28](=[O:31])[O:29][CH2:30][C:26]=2[C:25]=1[CH3:34])[CH2:4][N:54]1[CH2:55][CH2:56][C:48]2([CH2:47][N:46]([C:43]3[CH:44]=[CH:45][C:40]([S:37]([CH3:36])(=[O:38])=[O:39])=[CH:41][CH:42]=3)[C:50](=[O:51])[CH2:49]2)[CH2:52][CH2:53]1, predict the reactants needed to synthesize it. The reactants are: [ClH:1].[OH:2][C@H:3]([C:24]1[CH:33]=[CH:32][C:27]2[C:28](=[O:31])[O:29][CH2:30][C:26]=2[C:25]=1[CH3:34])[CH2:4]N1CCC2(CN(C3SC(S(C)(=O)=O)=NN=3)CC2)CC1.Cl.[CH3:36][S:37]([C:40]1[CH:45]=[CH:44][C:43]([N:46]2[C:50](=[O:51])[CH2:49][C:48]3([CH2:56][CH2:55][NH:54][CH2:53][CH2:52]3)[CH2:47]2)=[CH:42][CH:41]=1)(=[O:39])=[O:38].CC1C([C@@H]2CO2)=CC=C2C=1COC2=O.